Predict the reactants needed to synthesize the given product. From a dataset of Full USPTO retrosynthesis dataset with 1.9M reactions from patents (1976-2016). Given the product [ClH:40].[ClH:40].[CH2:13]([O:12][C:3]1[C:2]([NH:15][C:16]2[CH:17]=[C:18]3[C:22]4=[C:23]([CH2:25][O:26][CH2:27][CH2:28][N:21]4[C@H:20]4[CH2:29][CH2:30][NH:31][CH2:32][C@@H:19]34)[CH:24]=2)=[CH:7][C:6]([C:8]([F:11])([F:10])[F:9])=[CH:5][N:4]=1)[CH3:14], predict the reactants needed to synthesize it. The reactants are: Br[C:2]1[C:3]([O:12][CH2:13][CH3:14])=[N:4][CH:5]=[C:6]([C:8]([F:11])([F:10])[F:9])[CH:7]=1.[NH2:15][C:16]1[CH:17]=[C:18]2[C:22]3=[C:23]([CH2:25][O:26][CH2:27][CH2:28][N:21]3[C@H:20]3[CH2:29][CH2:30][N:31](C(OC(C)(C)C)=O)[CH2:32][C@@H:19]23)[CH:24]=1.[Cl:40]CCl.